Dataset: Full USPTO retrosynthesis dataset with 1.9M reactions from patents (1976-2016). Task: Predict the reactants needed to synthesize the given product. (1) Given the product [CH:1]1[C:10]2[C:5](=[CH:6][CH:7]=[CH:8][CH:9]=2)[CH:4]=[CH:3][C:2]=1[C:11]1[N:12]=[C:13]([NH:16][C:17]2[CH:26]=[CH:25][C:24]([N+:27]([O-:29])=[O:28])=[CH:23][C:18]=2[C:19]([OH:21])=[O:20])[S:14][CH:15]=1, predict the reactants needed to synthesize it. The reactants are: [CH:1]1[C:10]2[C:5](=[CH:6][CH:7]=[CH:8][CH:9]=2)[CH:4]=[CH:3][C:2]=1[C:11]1[N:12]=[C:13]([NH:16][C:17]2[CH:26]=[CH:25][C:24]([N+:27]([O-:29])=[O:28])=[CH:23][C:18]=2[C:19]([O:21]C)=[O:20])[S:14][CH:15]=1.[OH-].[Li+]. (2) Given the product [CH3:2][O:3][CH:4]=[C:36]1[CH2:37][CH2:38][C:33]2([O:32][CH2:31][CH2:30][O:29]2)[CH2:34][CH2:35]1, predict the reactants needed to synthesize it. The reactants are: [Cl-].[CH3:2][O:3][CH2:4][P+](C1C=CC=CC=1)(C1C=CC=CC=1)C1C=CC=CC=1.[Li]CCCC.[O:29]1[C:33]2([CH2:38][CH2:37][C:36](=O)[CH2:35][CH2:34]2)[O:32][CH2:31][CH2:30]1.